Binary Classification. Given a drug SMILES string, predict its activity (active/inactive) in a high-throughput screening assay against a specified biological target. From a dataset of HIV replication inhibition screening data with 41,000+ compounds from the AIDS Antiviral Screen. (1) The molecule is Cc1ccc(S(=O)(=O)CN2C(=O)C(c3ccccc3)(c3ccccc3)C23OC(c2ccc(Cl)cc2)=CC3=O)cc1. The result is 0 (inactive). (2) The molecule is COc1ccc(C2CC(c3ccccc3)=Nc3ccccc3S2)cc1OC. The result is 0 (inactive).